Dataset: Full USPTO retrosynthesis dataset with 1.9M reactions from patents (1976-2016). Task: Predict the reactants needed to synthesize the given product. (1) Given the product [CH3:29][O:30][C:31]1[CH:32]=[CH:33][C:34]([CH2:35][O:36][C:37]2[C:42]([C:17]3[CH:18]=[C:19]4[C:24](=[CH:25][CH:26]=3)[N:23]=[C:22]([NH2:27])[N:21]=[CH:20]4)=[C:41]([CH3:44])[CH:40]=[CH:39][N:38]=2)=[CH:45][CH:46]=1, predict the reactants needed to synthesize it. The reactants are: P([O-])([O-])([O-])=O.[K+].[K+].[K+].CC1(C)C(C)(C)OB([C:17]2[CH:18]=[C:19]3[C:24](=[CH:25][CH:26]=2)[N:23]=[C:22]([NH2:27])[N:21]=[CH:20]3)O1.[CH3:29][O:30][C:31]1[CH:46]=[CH:45][C:34]([CH2:35][O:36][C:37]2[C:42](Br)=[C:41]([CH3:44])[CH:40]=[CH:39][N:38]=2)=[CH:33][CH:32]=1.COC1C=CC=C(OC)C=1C1C=CC=CC=1P(C1CCCCC1)C1CCCCC1. (2) Given the product [OH:19][C:11]1[CH:10]=[C:9]([C:4]2[CH:5]=[CH:6][CH:7]=[CH:8][C:3]=2[O:2][CH3:1])[N:20]=[C:13]([C:15]([OH:17])=[O:16])[CH:12]=1, predict the reactants needed to synthesize it. The reactants are: [CH3:1][O:2][C:3]1[CH:8]=[CH:7][CH:6]=[CH:5][C:4]=1[C:9]1O[C:13]([C:15]([O:17]C)=[O:16])=[CH:12][C:11](=[O:19])[CH:10]=1.[NH3:20].CO.Cl. (3) Given the product [OH:42][C:40]1[CH:39]=[C:5]([CH:4]=[C:3]([OH:2])[CH:41]=1)[CH2:6][N:7]1[CH2:16][CH2:15][C:14]2[C:9](=[CH:10][C:11]([N:17]3[CH2:18][CH2:19][N:20]([CH2:23][CH2:24][CH:25]([C:26]4[CH:27]=[CH:28][CH:29]=[CH:30][CH:31]=4)[C:32]4[CH:37]=[CH:36][CH:35]=[CH:34][CH:33]=4)[CH2:21][CH2:22]3)=[CH:12][CH:13]=2)[C:8]1=[O:38], predict the reactants needed to synthesize it. The reactants are: C[O:2][C:3]1[CH:4]=[C:5]([CH:39]=[C:40]([O:42]C)[CH:41]=1)[CH2:6][N:7]1[CH2:16][CH2:15][C:14]2[C:9](=[CH:10][C:11]([N:17]3[CH2:22][CH2:21][N:20]([CH2:23][CH2:24][CH:25]([C:32]4[CH:37]=[CH:36][CH:35]=[CH:34][CH:33]=4)[C:26]4[CH:31]=[CH:30][CH:29]=[CH:28][CH:27]=4)[CH2:19][CH2:18]3)=[CH:12][CH:13]=2)[C:8]1=[O:38].B(Br)(Br)Br. (4) Given the product [C:39]([O:4][CH2:3][CH:2]([C:5]1[CH:6]=[CH:7][C:8]2[C:9]3[C:14](=[C:13]([C:18](=[O:19])[NH2:20])[CH:12]=[CH:11][C:10]=3[C:21]3[CH:26]=[CH:25][CH:24]=[C:23]([N:27]4[CH2:35][C:34]5[C:29](=[CH:30][C:31]([CH3:36])=[CH:32][CH:33]=5)[C:28]4=[O:37])[C:22]=3[CH3:38])[NH:15][C:16]=2[CH:17]=1)[OH:1])(=[O:43])[CH2:40][CH2:41][CH3:42], predict the reactants needed to synthesize it. The reactants are: [OH:1][CH:2]([C:5]1[CH:17]=[C:16]2[C:8]([C:9]3[C:10]([C:21]4[CH:26]=[CH:25][CH:24]=[C:23]([N:27]5[CH2:35][C:34]6[C:29](=[CH:30][C:31]([CH3:36])=[CH:32][CH:33]=6)[C:28]5=[O:37])[C:22]=4[CH3:38])=[CH:11][CH:12]=[C:13]([C:18]([NH2:20])=[O:19])[C:14]=3[NH:15]2)=[CH:7][CH:6]=1)[CH2:3][OH:4].[C:39](O[C:39](=[O:43])[CH2:40][CH2:41][CH3:42])(=[O:43])[CH2:40][CH2:41][CH3:42].N1C=CC=CC=1. (5) Given the product [NH2:28][C@@H:25]1[CH2:26][CH2:27][N:23]([C:2]2[CH:11]=[CH:10][C:9]3[C:4](=[CH:5][CH:6]=[C:7]([Cl:22])[C:8]=3[NH:12][C:13](=[O:21])[CH2:14][CH:15]3[CH2:20][CH2:19][CH2:18][CH2:17][CH2:16]3)[N:3]=2)[CH2:24]1, predict the reactants needed to synthesize it. The reactants are: Cl[C:2]1[CH:11]=[CH:10][C:9]2[C:4](=[CH:5][CH:6]=[C:7]([Cl:22])[C:8]=2[NH:12][C:13](=[O:21])[CH2:14][CH:15]2[CH2:20][CH2:19][CH2:18][CH2:17][CH2:16]2)[N:3]=1.[NH:23]1[CH2:27][CH2:26][C@@H:25]([NH2:28])[CH2:24]1.C(N(CC)CC)C. (6) Given the product [N:26]1([C:24]2[N:25]=[C:20]([C:9]3[CH:10]=[C:11]4[CH:17]=[CH:16][NH:15][C:12]4=[N:13][CH:14]=3)[CH:21]=[N:22][CH:23]=2)[C:34]2[C:29](=[CH:30][CH:31]=[CH:32][CH:33]=2)[CH2:28][CH2:27]1, predict the reactants needed to synthesize it. The reactants are: CC1(C)C(C)(C)OB([C:9]2[CH:10]=[C:11]3[CH:17]=[CH:16][NH:15][C:12]3=[N:13][CH:14]=2)O1.Cl[C:20]1[N:25]=[C:24]([N:26]2[C:34]3[C:29](=[CH:30][CH:31]=[CH:32][CH:33]=3)[CH2:28][CH2:27]2)[CH:23]=[N:22][CH:21]=1.C([O-])([O-])=O.[Cs+].[Cs+].